From a dataset of Forward reaction prediction with 1.9M reactions from USPTO patents (1976-2016). Predict the product of the given reaction. (1) Given the reactants [OH:1][CH:2]([C:41]([OH:44])([CH3:43])[CH3:42])[CH2:3][CH2:4][O:5][C:6]1[CH:11]=[C:10]([CH3:12])[C:9]([C:13]2[C:18]([F:19])=[CH:17][C:16]([F:20])=[C:15]([CH2:21][O:22][C:23]3[N:28]=[CH:27][C:26]4[C@@H:29]5[C@@H:32]([C:33]([O:35]C(C)(C)C)=[O:34])[C@@H:30]5[CH2:31][C:25]=4[CH:24]=3)[CH:14]=2)=[C:8]([CH3:40])[CH:7]=1.C1COCC1.[OH-].[Na+].Cl, predict the reaction product. The product is: [OH:1][CH:2]([C:41]([OH:44])([CH3:42])[CH3:43])[CH2:3][CH2:4][O:5][C:6]1[CH:11]=[C:10]([CH3:12])[C:9]([C:13]2[C:18]([F:19])=[CH:17][C:16]([F:20])=[C:15]([CH2:21][O:22][C:23]3[N:28]=[CH:27][C:26]4[C@@H:29]5[C@@H:32]([C:33]([OH:35])=[O:34])[C@@H:30]5[CH2:31][C:25]=4[CH:24]=3)[CH:14]=2)=[C:8]([CH3:40])[CH:7]=1. (2) Given the reactants C([O:8][C:9]1[CH:10]=[CH:11][C:12](/[CH:35]=[CH:36]/[C:37]([O:39]CC2C=CC=CC=2)=[O:38])=[C:13]([C:15]2[CH2:19][C:18]([CH2:27][C:28]([O:30][C:31]([CH3:34])([CH3:33])[CH3:32])=[O:29])([C:20]([O:22][C:23]([CH3:26])([CH3:25])[CH3:24])=[O:21])[O:17][N:16]=2)[CH:14]=1)C1C=CC=CC=1, predict the reaction product. The product is: [C:23]([O:22][C:20]([C:18]1([CH2:27][C:28]([O:30][C:31]([CH3:34])([CH3:33])[CH3:32])=[O:29])[O:17][N:16]=[C:15]([C:13]2[CH:14]=[C:9]([OH:8])[CH:10]=[CH:11][C:12]=2[CH2:35][CH2:36][C:37]([OH:39])=[O:38])[CH2:19]1)=[O:21])([CH3:25])([CH3:26])[CH3:24]. (3) Given the reactants [N:1]([C:4]1[C:9]([CH3:10])=[C:8]([O:11][CH2:12][C:13]([O:15][CH3:16])=[O:14])[N:7]=[C:6]([CH:17]2[CH2:19][CH2:18]2)[N:5]=1)=[N+]=[N-].O.CCOCC, predict the reaction product. The product is: [NH2:1][C:4]1[C:9]([CH3:10])=[C:8]([O:11][CH2:12][C:13]([O:15][CH3:16])=[O:14])[N:7]=[C:6]([CH:17]2[CH2:19][CH2:18]2)[N:5]=1. (4) Given the reactants [Mg].Br[C:3]1[CH:8]=[CH:7][CH:6]=[CH:5][C:4]=1[CH2:9][CH3:10].[CH2:11]([Si:16](OC)([O:19][CH3:20])[O:17][CH3:18])[CH2:12][CH:13]([CH3:15])[CH3:14].C([Mg]Br)CC(C)C.CO[Si](OC)(OC)OC, predict the reaction product. The product is: [CH2:9]([C:4]1[CH:5]=[CH:6][CH:7]=[CH:8][C:3]=1[Si:16]([CH2:11][CH2:12][CH:13]([CH3:15])[CH3:14])([O:19][CH3:20])[O:17][CH3:18])[CH3:10].